From a dataset of Reaction yield outcomes from USPTO patents with 853,638 reactions. Predict the reaction yield, written as a fraction of the theoretical maximum amount of product (1.0 means a 100% yield; for example, 0.34 means a 34% yield). (1) The reactants are [NH2:1][C@@H:2]1[C:16](=[O:17])[N:15]2[CH2:18][C@H:19]([O:21][C:22]3[C:23]4[S:36][CH:35]=[CH:34][C:24]=4[N:25]=[C:26]([C:28]4[N:32]([CH3:33])[N:31]=[CH:30][CH:29]=4)[N:27]=3)[CH2:20][C@H:14]2[C:13](=[O:37])[NH:12][C@:11]2([C:39]([O:41][CH3:42])=[O:40])[CH2:38][C@H:10]2[CH:9]=[CH:8][CH2:7][CH2:6][CH2:5][CH2:4][CH2:3]1.[OH:43][C@@H:44]([CH:48]([CH3:50])[CH3:49])[C:45](O)=[O:46]. No catalyst specified. The product is [OH:43][C@@H:44]([CH:48]([CH3:50])[CH3:49])[C:45]([NH:1][C@@H:2]1[C:16](=[O:17])[N:15]2[CH2:18][C@H:19]([O:21][C:22]3[C:23]4[S:36][CH:35]=[CH:34][C:24]=4[N:25]=[C:26]([C:28]4[N:32]([CH3:33])[N:31]=[CH:30][CH:29]=4)[N:27]=3)[CH2:20][C@H:14]2[C:13](=[O:37])[NH:12][C@:11]2([C:39]([O:41][CH3:42])=[O:40])[CH2:38][C@H:10]2[CH:9]=[CH:8][CH2:7][CH2:6][CH2:5][CH2:4][CH2:3]1)=[O:46]. The yield is 0.520. (2) The reactants are [CH2:1]([O:5][C:6]1[CH:7]=[C:8]([CH:12]([F:15])[C:13]#[N:14])[CH:9]=[CH:10][CH:11]=1)[CH2:2][CH2:3][CH3:4]. The catalyst is C1COCC1. The product is [CH2:1]([O:5][C:6]1[CH:7]=[C:8]([CH:12]([F:15])[CH2:13][NH2:14])[CH:9]=[CH:10][CH:11]=1)[CH2:2][CH2:3][CH3:4]. The yield is 0.830. (3) The reactants are [Cl:1][C:2]1[CH:7]=[CH:6][N:5]=[C:4]([CH2:8][C:9]([C:11]2[CH:16]=[CH:15][C:14]([F:17])=[CH:13][CH:12]=2)=O)[CH:3]=1.Cl.[NH2:19][OH:20].[OH-].[Na+]. The catalyst is CO. The product is [Cl:1][C:2]1[CH:7]=[CH:6][N:5]=[C:4]([CH2:8][C:9]([C:11]2[CH:16]=[CH:15][C:14]([F:17])=[CH:13][CH:12]=2)=[N:19][OH:20])[CH:3]=1. The yield is 0.840. (4) The reactants are [CH3:1][O:2][C:3]1[CH:4]=[C:5]([CH:22]=[CH:23][C:24]=1[O:25][CH3:26])[CH2:6][CH:7]1[C:13]2[CH:14]=[C:15]([O:20][CH3:21])[C:16]([O:18][CH3:19])=[CH:17][C:12]=2[S:11][CH2:10][CH2:9][NH:8]1.[C:27]([O:31][C:32](O[C:32]([O:31][C:27]([CH3:30])([CH3:29])[CH3:28])=[O:33])=[O:33])([CH3:30])([CH3:29])[CH3:28].O.CCOC(C)=O. The catalyst is C(Cl)Cl. The product is [C:27]([O:31][C:32]([N:8]1[CH:7]([CH2:6][C:5]2[CH:22]=[CH:23][C:24]([O:25][CH3:26])=[C:3]([O:2][CH3:1])[CH:4]=2)[C:13]2[CH:14]=[C:15]([O:20][CH3:21])[C:16]([O:18][CH3:19])=[CH:17][C:12]=2[S:11][CH2:10][CH2:9]1)=[O:33])([CH3:30])([CH3:29])[CH3:28]. The yield is 0.910. (5) The product is [OH:8][CH2:9][C:10]1[CH:11]=[C:12]2[C:16](=[CH:17][CH:18]=1)[NH:15][CH:14]=[C:13]2[C:19](=[O:28])[CH:20]([NH:34][C:33]1[CH:35]=[CH:36][CH:37]=[C:31]([O:30][CH3:29])[CH:32]=1)[C:21]1[CH:22]=[CH:23][CH:24]=[CH:25][CH:26]=1. The catalyst is C(#N)C. The reactants are [Si]([O:8][CH2:9][C:10]1[CH:11]=[C:12]2[C:16](=[CH:17][CH:18]=1)[NH:15][CH:14]=[C:13]2[C:19](=[O:28])[CH:20](Cl)[C:21]1[CH:26]=[CH:25][CH:24]=[CH:23][CH:22]=1)(C(C)(C)C)(C)C.[CH3:29][O:30][C:31]1[CH:32]=[C:33]([CH:35]=[CH:36][CH:37]=1)[NH2:34]. The yield is 0.0200. (6) The reactants are [Br:1][C:2]1[CH:3]=[C:4]([OH:8])[CH:5]=[CH:6][CH:7]=1.[CH2:9](Br)[C:10]1[CH:15]=[CH:14][CH:13]=[CH:12][CH:11]=1.C(=O)([O-])[O-].[K+].[K+]. The catalyst is CC(C)=O. The product is [CH2:9]([O:8][C:4]1[CH:5]=[CH:6][CH:7]=[C:2]([Br:1])[CH:3]=1)[C:10]1[CH:15]=[CH:14][CH:13]=[CH:12][CH:11]=1. The yield is 0.850. (7) The reactants are Br[C:2]1[CH:3]=[C:4]([CH2:9][NH:10][C:11](=[O:38])[CH2:12][CH2:13][C:14]([NH:16][CH2:17][C:18]2[C:19]([NH:31][CH:32]3[CH2:37][CH2:36][O:35][CH2:34][CH2:33]3)=[C:20]3[CH:28]=[N:27][N:26]([CH2:29][CH3:30])[C:21]3=[N:22][C:23]=2[CH2:24][CH3:25])=[O:15])[CH:5]=[CH:6][C:7]=1[F:8].[CH:39]([C:41]1[CH:42]=[C:43](B(O)O)[CH:44]=[CH:45][CH:46]=1)=[O:40].C(=O)([O-])[O-].[Na+].[Na+].O1CCOCC1. The catalyst is O.[Pd].C1(P(C2C=CC=CC=2)C2C=CC=CC=2)C=CC=CC=1.C1(P(C2C=CC=CC=2)C2C=CC=CC=2)C=CC=CC=1.C1(P(C2C=CC=CC=2)C2C=CC=CC=2)C=CC=CC=1.C1(P(C2C=CC=CC=2)C2C=CC=CC=2)C=CC=CC=1. The product is [CH2:29]([N:26]1[C:21]2=[N:22][C:23]([CH2:24][CH3:25])=[C:18]([CH2:17][NH:16][C:14](=[O:15])[CH2:13][CH2:12][C:11]([NH:10][CH2:9][C:4]3[CH:3]=[C:2]([C:45]4[CH:44]=[CH:43][CH:42]=[C:41]([CH:39]=[O:40])[CH:46]=4)[C:7]([F:8])=[CH:6][CH:5]=3)=[O:38])[C:19]([NH:31][CH:32]3[CH2:37][CH2:36][O:35][CH2:34][CH2:33]3)=[C:20]2[CH:28]=[N:27]1)[CH3:30]. The yield is 0.810. (8) The reactants are [F:1][C:2]1[CH:7]=[CH:6][C:5]([F:8])=[CH:4][C:3]=1[S:9]([N:12]([C:16]1[CH:21]=[CH:20][CH:19]=[C:18]([C:22]2[C:26]([C:27]3[CH:32]=[CH:31][N:30]=[CH:29][CH:28]=3)=[CH:25][N:24]([CH:33]3[CH2:38][CH2:37][NH:36][CH2:35][CH2:34]3)[N:23]=2)[C:17]=1[F:39])[CH2:13][O:14][CH3:15])(=[O:11])=[O:10].CO.[C:42](O)(=O)C.C([BH3-])#N.[Na+]. No catalyst specified. The product is [F:1][C:2]1[CH:7]=[CH:6][C:5]([F:8])=[CH:4][C:3]=1[S:9]([N:12]([C:16]1[CH:21]=[CH:20][CH:19]=[C:18]([C:22]2[C:26]([C:27]3[CH:32]=[CH:31][N:30]=[CH:29][CH:28]=3)=[CH:25][N:24]([CH:33]3[CH2:34][CH2:35][N:36]([CH3:42])[CH2:37][CH2:38]3)[N:23]=2)[C:17]=1[F:39])[CH2:13][O:14][CH3:15])(=[O:11])=[O:10]. The yield is 0.880.